From a dataset of Forward reaction prediction with 1.9M reactions from USPTO patents (1976-2016). Predict the product of the given reaction. (1) Given the reactants [CH3:1][O:2][N:3]=[C:4]1[C:13]2[C:8](=[CH:9][CH:10]=[C:11]([C:15]([CH:17]3[CH:22](Cl)[CH2:21][CH2:20][CH2:19][C:18]3=[O:24])=[O:16])[C:12]=2[CH3:14])[S:7](=[O:26])(=[O:25])[CH2:6][CH2:5]1.[C:27]1([SH:33])[CH:32]=[CH:31][CH:30]=[CH:29][CH:28]=1.ClC1C2CCS(=O)(=O)C=2C=CC=1C(C1C(Cl)CCCC1=O)=O.C(S)C, predict the reaction product. The product is: [CH3:1][O:2][N:3]=[C:4]1[C:13]2[C:8](=[CH:9][CH:10]=[C:11]([C:15]([CH:17]3[CH:22]([S:33][C:27]4[CH:32]=[CH:31][CH:30]=[CH:29][CH:28]=4)[CH2:21][CH2:20][CH2:19][C:18]3=[O:24])=[O:16])[C:12]=2[CH3:14])[S:7](=[O:26])(=[O:25])[CH2:6][CH2:5]1. (2) The product is: [Cl:1][C:2]1[C:7]([CH:8]([CH3:10])[CH3:9])=[CH:6][C:5]([NH:11][CH2:12][C:13]([N:15]2[CH2:20][CH2:19][N:18]([CH:21]3[CH2:24][N:23]([C:25](=[O:28])[CH:26]=[CH2:27])[CH2:22]3)[CH2:17][CH2:16]2)=[O:14])=[C:4]([OH:29])[CH:3]=1. Given the reactants [Cl:1][C:2]1[C:7]([CH:8]([CH3:10])[CH3:9])=[CH:6][C:5]([NH:11][CH2:12][C:13]([N:15]2[CH2:20][CH2:19][N:18]([CH:21]3[CH2:24][N:23]([C:25](=[O:28])[CH:26]=[CH2:27])[CH2:22]3)[CH2:17][CH2:16]2)=[O:14])=[C:4]([O:29]C)[CH:3]=1.B(Br)(Br)Br.CO.CCN(CC)CC, predict the reaction product. (3) Given the reactants O[CH:2]=[C:3]1[C:11]2[C:6](=[CH:7][C:8]([C:12]([C:14]3[CH:15]=[C:16]([NH:20][C:21]([C:23]4[N:24]([CH3:29])[N:25]=[C:26]([CH3:28])[CH:27]=4)=[O:22])[CH:17]=[CH:18][CH:19]=3)=[O:13])=[CH:9][CH:10]=2)[NH:5][C:4]1=[O:30].C1COCC1.[NH2:36][C:37]1[CH:42]=[CH:41][C:40]([CH2:43][C:44]([OH:46])=[O:45])=[CH:39][CH:38]=1, predict the reaction product. The product is: [CH3:29][N:24]1[C:23]([C:21]([NH:20][C:16]2[CH:15]=[C:14]([CH:19]=[CH:18][CH:17]=2)[C:12]([C:8]2[CH:7]=[C:6]3[C:11]([C:3](=[CH:2][NH:36][C:37]4[CH:38]=[CH:39][C:40]([CH2:43][C:44]([OH:46])=[O:45])=[CH:41][CH:42]=4)[C:4](=[O:30])[NH:5]3)=[CH:10][CH:9]=2)=[O:13])=[O:22])=[CH:27][C:26]([CH3:28])=[N:25]1. (4) Given the reactants N(C(C)C)(C(C)C)CC.[N:10]([CH2:19][C:20]#[CH:21])([Si:15]([CH3:18])([CH3:17])[CH3:16])[Si:11]([CH3:14])([CH3:13])[CH3:12].I[Si:23]([CH3:26])([CH3:25])[CH3:24], predict the reaction product. The product is: [CH3:16][Si:15]([CH3:18])([CH3:17])[N:10]([CH2:19][C:20]#[C:21][Si:23]([CH3:26])([CH3:25])[CH3:24])[Si:11]([CH3:12])([CH3:13])[CH3:14]. (5) Given the reactants [NH:1]1[CH:13]2[CH:4]([CH2:5][CH2:6][C:7]3[CH:8]=[CH:9][CH:10]=[N:11][C:12]=32)[CH2:3][CH2:2]1.Cl[CH2:15][C:16]1[N:20]([C:21]([O:23][C:24]([CH3:27])([CH3:26])[CH3:25])=[O:22])[C:19]2[CH:28]=[CH:29][CH:30]=[CH:31][C:18]=2[N:17]=1.C(=O)([O-])[O-].[K+].[K+].[I-].[K+], predict the reaction product. The product is: [N:1]1([CH2:15][C:16]2[N:20]([C:21]([O:23][C:24]([CH3:27])([CH3:25])[CH3:26])=[O:22])[C:19]3[CH:28]=[CH:29][CH:30]=[CH:31][C:18]=3[N:17]=2)[C@@H:13]2[C@H:4]([CH2:5][CH2:6][C:7]3[CH:8]=[CH:9][CH:10]=[N:11][C:12]=32)[CH2:3][CH2:2]1.[N:1]1([CH2:15][C:16]2[N:20]([CH2:15][C:16]3[N:20]([C:21]([O:23][C:24]([CH3:27])([CH3:26])[CH3:25])=[O:22])[C:19]4[CH:28]=[CH:29][CH:30]=[CH:31][C:18]=4[N:17]=3)[C:19]3[CH:28]=[CH:29][CH:30]=[CH:31][C:18]=3[N:17]=2)[C@@H:13]2[C@H:4]([CH2:5][CH2:6][C:7]3[CH:8]=[CH:9][CH:10]=[N:11][C:12]=32)[CH2:3][CH2:2]1. (6) Given the reactants [CH:1]1([CH2:7][C@H:8]([NH:24][C:25]([C:27]2[O:28][CH:29]=[CH:30][CH:31]=2)=[O:26])[C:9](=[O:23])[NH:10][C@H:11]2[CH2:17][CH2:16][C@@H:15]([CH3:18])[N:14]([CH2:19][CH2:20][CH3:21])[CH2:13][C@@H:12]2[OH:22])[CH2:6][CH2:5][CH2:4][CH2:3][CH2:2]1.C(N(CC)CC)C, predict the reaction product. The product is: [CH:1]1([CH2:7][C@H:8]([NH:24][C:25]([C:27]2[O:28][CH:29]=[CH:30][CH:31]=2)=[O:26])[C:9](=[O:23])[NH:10][C@H:11]2[CH2:17][CH2:16][C@@H:15]([CH3:18])[N:14]([CH2:19][CH2:20][CH3:21])[CH2:13][C:12]2=[O:22])[CH2:2][CH2:3][CH2:4][CH2:5][CH2:6]1. (7) Given the reactants C[Sn](C)(C)C.[Cl-].[Li+].[C:8]1(P(C2C=CC=CC=2)C2C=CC=CC=2)C=CC=CC=1.Br[C:28]1[CH:29]=[CH:30][C:31]2[C:32](=[O:70])[N:33]3[CH2:54][CH:53]=[CH:52][CH2:51][CH2:50][C@@H:49]4[CH2:55][CH2:56][CH2:57][C@H:48]4[O:47][C:46](=[O:58])[NH:45][C@@H:44]([CH:59]4[CH2:63][CH2:62][CH2:61][CH2:60]4)[C:43](=[O:64])[N:42]4[CH2:65][C@@H:39]([CH2:40][C@H:41]4[C:66]([O:68][CH3:69])=[O:67])[O:38][C:34]3=[N:35][C:36]=2[CH:37]=1, predict the reaction product. The product is: [CH3:69][O:68][C:66]([C@@H:41]1[CH2:40][C@@H:39]2[CH2:65][N:42]1[C:43](=[O:64])[C@H:44]([CH:59]1[CH2:60][CH2:61][CH2:62][CH2:63]1)[NH:45][C:46](=[O:58])[O:47][C@@H:48]1[CH2:57][CH2:56][CH2:55][C@H:49]1[CH2:50][CH2:51][CH:52]=[CH:53][CH2:54][N:33]1[C:32](=[O:70])[C:31]3[CH:30]=[CH:29][C:28]([CH3:8])=[CH:37][C:36]=3[N:35]=[C:34]1[O:38]2)=[O:67].